From a dataset of Full USPTO retrosynthesis dataset with 1.9M reactions from patents (1976-2016). Predict the reactants needed to synthesize the given product. Given the product [CH3:25][N:26]([CH3:28])[NH:27][C:3]([C:5]1[NH:6][N:7]=[C:8]([O:10][CH2:11][C:12]2[C:13]([C:18]3[CH:23]=[CH:22][C:21]([F:24])=[CH:20][N:19]=3)=[N:14][O:15][C:16]=2[CH3:17])[CH:9]=1)=[O:4], predict the reactants needed to synthesize it. The reactants are: CO[C:3]([C:5]1[NH:6][N:7]=[C:8]([O:10][CH2:11][C:12]2[C:13]([C:18]3[CH:23]=[CH:22][C:21]([F:24])=[CH:20][N:19]=3)=[N:14][O:15][C:16]=2[CH3:17])[CH:9]=1)=[O:4].[CH3:25][N:26]([CH3:28])[NH2:27].